Dataset: Reaction yield outcomes from USPTO patents with 853,638 reactions. Task: Predict the reaction yield, written as a fraction of the theoretical maximum amount of product (1.0 means a 100% yield; for example, 0.34 means a 34% yield). The reactants are [CH2:1]([O:4][C:5]1([CH3:50])[CH2:10][CH2:9][N:8]([C:11]2[N:16]3[N:17]=[C:18]([C:20]4[S:21][C:22]([CH2:25][C:26]5[CH:31]=[CH:30][CH:29]=[CH:28][C:27]=5[O:32][C@@H:33]([CH2:35][CH:36]=[CH2:37])[CH3:34])=[CH:23][N:24]=4)[CH:19]=[C:15]3[N:14]=[C:13]([CH3:38])[C:12]=2[C@H:39]([O:45][C:46]([CH3:49])([CH3:48])[CH3:47])[C:40]([O:42][CH2:43][CH3:44])=[O:41])[CH2:7][CH2:6]1)C=C. The catalyst is ClCCCl.CC1C=C(C)C(N2C(=[Ru](Cl)(Cl)=CC3C=CC=CC=3OC(C)C)N(C3C(C)=CC(C)=CC=3C)CC2)=C(C)C=1. The product is [C:46]([O:45][C@@H:39]([C:12]1[C:13]([CH3:38])=[N:14][C:15]2=[CH:19][C:18]3=[N:17][N:16]2[C:11]=1[N:8]1[CH2:7][CH2:6][C:5]([CH3:50])([O:4][CH2:1][CH:37]=[CH:36][CH2:35][C@@H:33]([CH3:34])[O:32][C:27]2[CH:28]=[CH:29][CH:30]=[CH:31][C:26]=2[CH2:25][C:22]2[S:21][C:20]3=[N:24][CH:23]=2)[CH2:10][CH2:9]1)[C:40]([O:42][CH2:43][CH3:44])=[O:41])([CH3:49])([CH3:47])[CH3:48]. The yield is 0.556.